This data is from Forward reaction prediction with 1.9M reactions from USPTO patents (1976-2016). The task is: Predict the product of the given reaction. (1) Given the reactants C([SiH](CC)CC)C.FC(F)(F)C(O)=O.[CH3:15][O:16][C:17](=[O:30])[CH2:18][N:19]1[C:27]2[C:22](=[CH:23][C:24]([F:28])=[CH:25][CH:26]=2)[CH:21]=[C:20]1[CH3:29].[F:31][C:32]1[CH:37]=[CH:36][C:35]([S:38]([C:41]2[CH:45]=[CH:44][S:43][C:42]=2[CH:46]=O)(=[O:40])=[O:39])=[CH:34][CH:33]=1, predict the reaction product. The product is: [CH3:15][O:16][C:17](=[O:30])[CH2:18][N:19]1[C:27]2[C:22](=[CH:23][C:24]([F:28])=[CH:25][CH:26]=2)[C:21]([CH2:46][C:42]2[S:43][CH:44]=[CH:45][C:41]=2[S:38]([C:35]2[CH:36]=[CH:37][C:32]([F:31])=[CH:33][CH:34]=2)(=[O:39])=[O:40])=[C:20]1[CH3:29]. (2) Given the reactants [Cl:1][C:2]1[N:3]=[C:4]([Cl:11])[C:5]2[CH:10]=[CH:9][NH:8][C:6]=2[N:7]=1.[H-].[Na+].Cl[CH2:15][O:16][CH2:17][CH2:18][Si:19]([CH3:22])([CH3:21])[CH3:20], predict the reaction product. The product is: [Cl:1][C:2]1[N:3]=[C:4]([Cl:11])[C:5]2[CH:10]=[CH:9][N:8]([CH2:15][O:16][CH2:17][CH2:18][Si:19]([CH3:22])([CH3:21])[CH3:20])[C:6]=2[N:7]=1. (3) Given the reactants [CH3:1][C:2]1[CH:6]=[C:5]([CH2:7][C:8]([OH:10])=O)[O:4][N:3]=1.[CH2:11]([O:15][C:16](=[O:20])[C@H:17]([CH3:19])[NH2:18])[CH:12]([CH3:14])[CH3:13], predict the reaction product. The product is: [CH2:11]([O:15][C:16](=[O:20])[C@H:17]([CH3:19])[NH:18][C:8](=[O:10])[CH2:7][C:5]1[O:4][N:3]=[C:2]([CH3:1])[CH:6]=1)[CH:12]([CH3:14])[CH3:13].